From a dataset of Catalyst prediction with 721,799 reactions and 888 catalyst types from USPTO. Predict which catalyst facilitates the given reaction. (1) Reactant: C(Cl)(=O)C(Cl)=O.CS(C)=O.[Cl:11][C:12]1[CH:17]=[CH:16][C:15]([C:18]([C:20]2[CH:25]=[CH:24][CH:23]=[CH:22][C:21]=2[C:26]2[C:27]([CH3:33])=[N:28][O:29][C:30]=2[CH2:31][OH:32])=[O:19])=[CH:14][CH:13]=1.CCN(CC)CC. Product: [Cl:11][C:12]1[CH:13]=[CH:14][C:15]([C:18]([C:20]2[CH:25]=[CH:24][CH:23]=[CH:22][C:21]=2[C:26]2[C:27]([CH3:33])=[N:28][O:29][C:30]=2[CH:31]=[O:32])=[O:19])=[CH:16][CH:17]=1. The catalyst class is: 34. (2) Reactant: Cl.[NH2:2][CH2:3][C:4]([C:6]1[CH:11]=[CH:10][CH:9]=[CH:8][CH:7]=1)=[O:5].[CH3:12][S:13](Cl)(=[O:15])=[O:14]. Product: [O:5]=[C:4]([C:6]1[CH:11]=[CH:10][CH:9]=[CH:8][CH:7]=1)[CH2:3][NH:2][S:13]([CH3:12])(=[O:15])=[O:14]. The catalyst class is: 2. (3) Reactant: [Cl:1][C:2]1[CH:3]=[C:4]([C:18]2[CH:23]=[CH:22][C:21]([F:24])=[CH:20][CH:19]=2)[CH:5]=[C:6]([Cl:17])[C:7]=1[CH2:8][C@@H:9]1[CH2:13][C@@H:12](CO)[O:11][C:10]1=[O:16].[OH-].[Na+].I(O)(=O)(=O)=[O:28].Cl. Product: [Cl:17][C:6]1[CH:5]=[C:4]([C:18]2[CH:19]=[CH:20][C:21]([F:24])=[CH:22][CH:23]=2)[CH:3]=[C:2]([Cl:1])[C:7]=1[CH2:8][C@@H:9]1[CH2:13][CH:12]([OH:28])[O:11][C:10]1=[O:16]. The catalyst class is: 249. (4) Reactant: C([N:4](C(C)C)CC)(C)C.[C:10](Cl)(=[O:18])[CH2:11][CH2:12][CH2:13][CH2:14][CH2:15][CH2:16][CH3:17].[OH-].[Na+]. Product: [C:10]([NH2:4])(=[O:18])[CH2:11][CH2:12][CH2:13][CH2:14][CH2:15][CH2:16][CH3:17]. The catalyst class is: 4. (5) The catalyst class is: 27. Reactant: [O:1]=[C:2]1[C:11]2[C:10]([C:12]([F:15])([F:14])[F:13])=[CH:9][CH:8]=[CH:7][C:6]=2[C@H]2CN(C(OC(C)(C)C)=O)[CH2:18][C@H:4]2[NH:3]1.Cl.O1CCO[CH2:29][CH2:28]1. Product: [CH2:28]([N:3]([CH2:4][CH3:18])[C:2](=[O:1])[C:11]1[CH:6]=[CH:7][CH:8]=[CH:9][C:10]=1[C:12]([F:13])([F:14])[F:15])[CH3:29]. (6) Reactant: C(O)(C(F)(F)F)=O.C(OC(=O)[NH:14][CH2:15][CH2:16][CH2:17][O:18][C:19]1[CH:20]=[C:21]2[C:26](=[CH:27][C:28]=1[O:29][CH3:30])[N:25]=[CH:24][N:23]=[C:22]2[NH:31][C:32]1[CH:37]=[CH:36][C:35]([O:38][CH2:39][C:40]2[CH:45]=[CH:44][CH:43]=[CH:42][N:41]=2)=[C:34]([Cl:46])[CH:33]=1)(C)(C)C. Product: [NH2:14][CH2:15][CH2:16][CH2:17][O:18][C:19]1[CH:20]=[C:21]2[C:26](=[CH:27][C:28]=1[O:29][CH3:30])[N:25]=[CH:24][N:23]=[C:22]2[NH:31][C:32]1[CH:37]=[CH:36][C:35]([O:38][CH2:39][C:40]2[CH:45]=[CH:44][CH:43]=[CH:42][N:41]=2)=[C:34]([Cl:46])[CH:33]=1. The catalyst class is: 326. (7) Reactant: [Cl:1][C:2]1[C:3]([NH2:9])=[N:4][CH:5]=[N:6][C:7]=1Cl.[NH2:10][CH2:11][CH:12]1[CH2:17][CH2:16][N:15]([C:18]([O:20][C:21]([CH3:24])([CH3:23])[CH3:22])=[O:19])[CH2:14][CH2:13]1.C(N(CC)C(C)C)(C)C. Product: [NH2:9][C:3]1[N:4]=[CH:5][N:6]=[C:7]([NH:10][CH2:11][CH:12]2[CH2:17][CH2:16][N:15]([C:18]([O:20][C:21]([CH3:24])([CH3:23])[CH3:22])=[O:19])[CH2:14][CH2:13]2)[C:2]=1[Cl:1]. The catalyst class is: 37. (8) Reactant: O=[C:2]1[CH:9]2[CH2:10][C:5]3([NH:12][C:13](=[O:19])[O:14][C:15]([CH3:18])([CH3:17])[CH3:16])[CH2:6][CH:7]([CH2:11][CH:3]1[CH2:4]3)[CH2:8]2.[NH2:20][OH:21].Cl.[OH-].[Na+]. Product: [OH:21][N:20]=[C:2]1[CH:9]2[CH2:10][C:5]3([NH:12][C:13](=[O:19])[O:14][C:15]([CH3:18])([CH3:17])[CH3:16])[CH2:6][CH:7]([CH2:11][CH:3]1[CH2:4]3)[CH2:8]2. The catalyst class is: 88. (9) Reactant: [OH-].[Na+].[CH2:3]([O:10][C:11]1[CH:20]=[C:19]([N:21]2[CH:25]=[CH:24][N:23]=[CH:22]2)[CH:18]=[CH:17][C:12]=1[C:13]([O:15]C)=[O:14])[C:4]1[CH:9]=[CH:8][CH:7]=[CH:6][CH:5]=1.[ClH:26]. Product: [ClH:26].[CH2:3]([O:10][C:11]1[CH:20]=[C:19]([N:21]2[CH:25]=[CH:24][N:23]=[CH:22]2)[CH:18]=[CH:17][C:12]=1[C:13]([OH:15])=[O:14])[C:4]1[CH:5]=[CH:6][CH:7]=[CH:8][CH:9]=1. The catalyst class is: 169.